Predict the reactants needed to synthesize the given product. From a dataset of Full USPTO retrosynthesis dataset with 1.9M reactions from patents (1976-2016). (1) Given the product [CH:11]1[CH:17]=[CH:18][C:7]([CH2:6][CH2:5][OH:10])=[CH:8][CH:9]=1, predict the reactants needed to synthesize it. The reactants are: CC(S[C@@H:5]1[O:10][C@H:9]([CH2:11]O)[C@H:8](O)[C@H:7](O)[C@H:6]1O)C.O=[CH:17][C@@H:18]([C@@H]([C@H]([C@H](C)O)O)O)O. (2) Given the product [CH3:18][O:17][C@H:16]([CH3:19])[C@@H:15]([C:20]([O:22][CH3:23])=[O:21])[NH:14][C:12]([C:3]1[C:2]([NH:1][C:25]([NH:24][C:27]2[C:28]([CH3:35])=[CH:29][C:30]([CH3:34])=[CH:31][C:32]=2[CH3:33])=[O:26])=[CH:11][C:10]2[C:5](=[CH:6][CH:7]=[CH:8][CH:9]=2)[CH:4]=1)=[O:13], predict the reactants needed to synthesize it. The reactants are: [NH2:1][C:2]1[C:3]([C:12]([NH:14][C@H:15]([C:20]([O:22][CH3:23])=[O:21])[C@@H:16]([CH3:19])[O:17][CH3:18])=[O:13])=[CH:4][C:5]2[C:10]([CH:11]=1)=[CH:9][CH:8]=[CH:7][CH:6]=2.[N:24]([C:27]1[C:32]([CH3:33])=[CH:31][C:30]([CH3:34])=[CH:29][C:28]=1[CH3:35])=[C:25]=[O:26]. (3) Given the product [F:1][C:2]1[CH:23]=[CH:22][C:5]2[N:6]([CH2:9][C:10]3[CH:21]=[CH:20][C:13]4[N:14]=[C:15]([NH:24][C@@H:25]5[CH2:30][CH2:29][CH2:28][CH2:27][C@H:26]5[OH:31])[S:16][C:12]=4[CH:11]=3)[CH:7]=[N:8][C:4]=2[CH:3]=1, predict the reactants needed to synthesize it. The reactants are: [F:1][C:2]1[CH:23]=[CH:22][C:5]2[N:6]([CH2:9][C:10]3[CH:21]=[CH:20][C:13]4[N:14]=[C:15](S(C)=O)[S:16][C:12]=4[CH:11]=3)[CH:7]=[N:8][C:4]=2[CH:3]=1.[NH2:24][C@@H:25]1[CH2:30][CH2:29][CH2:28][CH2:27][C@H:26]1[OH:31].CCN(C(C)C)C(C)C.CN1C(=O)CCC1.